This data is from Full USPTO retrosynthesis dataset with 1.9M reactions from patents (1976-2016). The task is: Predict the reactants needed to synthesize the given product. Given the product [Cl:12][C:13]1[CH:18]=[C:17]([O:11][CH:5]2[CH2:6][CH2:7][CH2:8][CH:9]([CH3:10])[CH:4]2[CH3:3])[N:16]=[CH:15][N:14]=1, predict the reactants needed to synthesize it. The reactants are: [H-].[Na+].[CH3:3][CH:4]1[CH:9]([CH3:10])[CH2:8][CH2:7][CH2:6][CH:5]1[OH:11].[Cl:12][C:13]1[CH:18]=[C:17](Cl)[N:16]=[CH:15][N:14]=1.[Cl-].[NH4+].